Dataset: Reaction yield outcomes from USPTO patents with 853,638 reactions. Task: Predict the reaction yield, written as a fraction of the theoretical maximum amount of product (1.0 means a 100% yield; for example, 0.34 means a 34% yield). (1) The yield is 0.960. The reactants are CS(Cl)(=O)=O.C(=O)(O)[O-].[Na+].[NH2:11][CH:12]([CH2:17][C:18]1[CH:23]=[C:22]([F:24])[C:21]([F:25])=[CH:20][C:19]=1[F:26])[CH2:13][C:14](O)=[O:15]. The product is [F:26][C:19]1[CH:20]=[C:21]([F:25])[C:22]([F:24])=[CH:23][C:18]=1[CH2:17][CH:12]1[NH:11][C:14](=[O:15])[CH2:13]1. The catalyst is C(#N)C. (2) The reactants are C[O:2][C:3]([C:5]1[S:6][C:7]([C:24]2[CH:29]=[CH:28][CH:27]=[CH:26][CH:25]=2)=[CH:8][C:9]=1[N:10]([CH:21]1[CH2:23][CH2:22]1)[C:11](=[O:20])[C:12]1[CH:17]=[CH:16][C:15]([Cl:18])=[CH:14][C:13]=1[Cl:19])=[O:4].[Li+].[OH-]. The catalyst is C1COCC1.CO.O. The product is [CH:21]1([N:10]([C:11](=[O:20])[C:12]2[CH:17]=[CH:16][C:15]([Cl:18])=[CH:14][C:13]=2[Cl:19])[C:9]2[CH:8]=[C:7]([C:24]3[CH:29]=[CH:28][CH:27]=[CH:26][CH:25]=3)[S:6][C:5]=2[C:3]([OH:4])=[O:2])[CH2:23][CH2:22]1. The yield is 0.270. (3) The reactants are O=S(Cl)Cl.[CH2:5]([N:12]1[CH2:16][CH2:15][C:14]2([CH2:21][CH2:20][C:19]([C:23]3[CH:24]=[N:25][CH:26]=[CH:27][CH:28]=3)(O)[CH2:18][CH2:17]2)[CH2:13]1)[C:6]1[CH:11]=[CH:10][CH:9]=[CH:8][CH:7]=1. The catalyst is N1C=CC=CC=1. The product is [CH2:5]([N:12]1[CH2:16][CH2:15][C:14]2([CH2:21][CH2:20][C:19]([C:23]3[CH:24]=[N:25][CH:26]=[CH:27][CH:28]=3)=[CH:18][CH2:17]2)[CH2:13]1)[C:6]1[CH:7]=[CH:8][CH:9]=[CH:10][CH:11]=1. The yield is 0.710. (4) The reactants are [CH2:1]1[C:5]2([CH2:10][CH2:9][O:8][CH2:7][CH2:6]2)[CH2:4][CH:3]([C:11]([O:13][CH2:14][CH3:15])=[O:12])[NH:2]1.CN(C(ON1N=NC2C=CC=NC1=2)=[N+](C)C)C.F[P-](F)(F)(F)(F)F.[CH3:40][O:41][C:42]([NH:44][C@H:45]([C:49](O)=[O:50])[CH:46]([CH3:48])[CH3:47])=[O:43].CCN(C(C)C)C(C)C. The catalyst is C(Cl)Cl. The product is [CH3:40][O:41][C:42]([NH:44][C@H:45]([C:49]([N:2]1[CH:3]([C:11]([O:13][CH2:14][CH3:15])=[O:12])[CH2:4][C:5]2([CH2:10][CH2:9][O:8][CH2:7][CH2:6]2)[CH2:1]1)=[O:50])[CH:46]([CH3:47])[CH3:48])=[O:43]. The yield is 0.900. (5) The reactants are [CH3:1][CH:2]([CH3:11])[C:3](=[O:10])[CH2:4][C:5]([O:7][CH2:8][CH3:9])=[O:6].[C:12]([O:16][CH3:17])(=[O:15])[CH:13]=[CH2:14]. The catalyst is C1CCN2C(=NCCC2)CC1.C1CCCCC1. The product is [CH3:17][O:16][C:12](=[O:15])[CH2:13][CH2:14][C:4]([C:5]([O:7][CH2:8][CH3:9])=[O:6])([C:3](=[O:10])[CH:2]([CH3:1])[CH3:11])[CH2:3][CH2:4][C:5]([O:7][CH3:8])=[O:6]. The yield is 0.560. (6) The reactants are [N+:1]([C:4]1[C:5]([C:9]2[S:10][C:11]3[CH:17]=[CH:16][CH:15]=[CH:14][C:12]=3[N:13]=2)=[N:6][NH:7][CH:8]=1)([O-])=O. The catalyst is CN(C=O)C.[Pd]. The product is [S:10]1[C:11]2[CH:17]=[CH:16][CH:15]=[CH:14][C:12]=2[N:13]=[C:9]1[C:5]1[C:4]([NH2:1])=[CH:8][NH:7][N:6]=1. The yield is 0.720. (7) The reactants are [F:1][C:2]1[CH:7]=[CH:6][C:5]([C:8]2[C:16]3[C:11](=[CH:12][CH:13]=[CH:14][CH:15]=3)[N:10]([CH:17]([CH3:19])[CH3:18])[CH:9]=2)=[CH:4][CH:3]=1.CO/[CH:22]=[CH:23]/[C:24]([O:26][CH3:27])=[O:25].Br.C(O)(=O)C. The catalyst is C(O)(=O)C. The product is [F:1][C:2]1[CH:7]=[CH:6][C:5]([C:8]2[C:16]3[C:11](=[CH:12][CH:13]=[CH:14][CH:15]=3)[N:10]([CH:17]([CH3:19])[CH3:18])[C:9]=2/[CH:22]=[CH:23]/[C:24]([O:26][CH3:27])=[O:25])=[CH:4][CH:3]=1. The yield is 0.0800.